From a dataset of Catalyst prediction with 721,799 reactions and 888 catalyst types from USPTO. Predict which catalyst facilitates the given reaction. (1) Reactant: [C:1]1([N:7]2[C:11]3[C:12]4[S:13][C:14]([NH:18]C(=O)C)=[N:15][C:16]=4[CH2:17][C:10]=3[CH:9]=[N:8]2)[CH:6]=[CH:5][CH:4]=[CH:3][CH:2]=1.Cl. Product: [C:1]1([N:7]2[C:11]3[C:12]4[S:13][C:14]([NH2:18])=[N:15][C:16]=4[CH2:17][C:10]=3[CH:9]=[N:8]2)[CH:2]=[CH:3][CH:4]=[CH:5][CH:6]=1. The catalyst class is: 6. (2) Reactant: [C:1]([O:5][C:6]([NH:8][C@@H:9]1[CH2:11][C@H:10]1[C:12]1[CH:13]=[C:14]([CH:18]=[CH:19][CH:20]=1)[C:15]([OH:17])=O)=[O:7])([CH3:4])([CH3:3])[CH3:2].Cl.[CH3:22][C:23]1[S:24][C:25]([NH2:28])=[CH:26][N:27]=1.C(N(CC)CC)C.F[P-](F)(F)(F)(F)F.N1(OC(N(C)C)=[N+](C)C)C2N=CC=CC=2N=N1. Product: [CH3:22][C:23]1[S:24][C:25]([NH:28][C:15]([C:14]2[CH:13]=[C:12]([C@@H:10]3[CH2:11][C@H:9]3[NH:8][C:6](=[O:7])[O:5][C:1]([CH3:2])([CH3:3])[CH3:4])[CH:20]=[CH:19][CH:18]=2)=[O:17])=[CH:26][N:27]=1. The catalyst class is: 18.